Dataset: Catalyst prediction with 721,799 reactions and 888 catalyst types from USPTO. Task: Predict which catalyst facilitates the given reaction. (1) Reactant: [F:1][C:2]1[CH:3]=[C:4]([OH:12])[C:5]([N+:9]([O-:11])=[O:10])=[C:6]([F:8])[CH:7]=1.C(=O)([O-])[O-].[K+].[K+].[CH2:19]([CH:21]1[O:23][CH2:22]1)Br.O. Product: [F:8][C:6]1[C:5]([N+:9]([O-:11])=[O:10])=[C:4]([CH:3]=[C:2]([F:1])[CH:7]=1)[O:12][CH2:19][CH:21]1[CH2:22][O:23]1. The catalyst class is: 39. (2) Reactant: [OH-].[Na+].[C:3]([O:7][C:8]([NH:10][C:11]1[CH:16]=[CH:15][C:14]([C:17]2[CH2:21][N:20]([C:22]([O:24][C:25]([CH3:28])([CH3:27])[CH3:26])=[O:23])[CH:19]([C:29]([O:31]C)=[O:30])[CH:18]=2)=[CH:13][C:12]=1[O:33][CH3:34])=[O:9])([CH3:6])([CH3:5])[CH3:4]. Product: [C:25]([O:24][C:22]([N:20]1[CH2:21][C:17]([C:14]2[CH:15]=[CH:16][C:11]([NH:10][C:8]([O:7][C:3]([CH3:4])([CH3:5])[CH3:6])=[O:9])=[C:12]([O:33][CH3:34])[CH:13]=2)=[CH:18][CH:19]1[C:29]([OH:31])=[O:30])=[O:23])([CH3:26])([CH3:27])[CH3:28]. The catalyst class is: 5. (3) Reactant: [N:1]12[CH2:8][CH2:7][C:4]([O:9][C:10](=[O:38])[NH:11][C:12]3[CH:17]=[C:16]([CH2:18][CH2:19][CH2:20][C:21]([NH:23][C:24]4[CH:25]=[N:26][C:27]([CH2:30][OH:31])=[CH:28][CH:29]=4)=[O:22])[CH:15]=[CH:14][C:13]=3[C:32]3[CH:37]=[CH:36][CH:35]=[CH:34][CH:33]=3)([CH2:5][CH2:6]1)[CH2:3][CH2:2]2.CC(OI1(OC(C)=O)(OC(C)=O)OC(=O)C2C=CC=CC1=2)=O. Product: [N:1]12[CH2:8][CH2:7][C:4]([O:9][C:10](=[O:38])[NH:11][C:12]3[CH:17]=[C:16]([CH2:18][CH2:19][CH2:20][C:21]([NH:23][C:24]4[CH:25]=[N:26][C:27]([CH:30]=[O:31])=[CH:28][CH:29]=4)=[O:22])[CH:15]=[CH:14][C:13]=3[C:32]3[CH:33]=[CH:34][CH:35]=[CH:36][CH:37]=3)([CH2:5][CH2:6]1)[CH2:3][CH2:2]2. The catalyst class is: 22. (4) Reactant: [N:1]1[C:10]2[C:5](=[CH:6][CH:7]=[CH:8][CH:9]=2)[CH:4]=[CH:3][C:2]=1[CH2:11][O:12][C:13]1[CH:20]=[CH:19][C:16]([CH:17]=O)=[CH:15][CH:14]=1.[N:21]1[CH:26]=[CH:25][C:24]([CH2:27][C:28](=[O:30])[CH3:29])=[CH:23][CH:22]=1.N1CCCCC1. Product: [N:1]1[C:10]2[C:5](=[CH:6][CH:7]=[CH:8][CH:9]=2)[CH:4]=[CH:3][C:2]=1[CH2:11][O:12][C:13]1[CH:20]=[CH:19][C:16]([CH:17]=[C:27]([C:24]2[CH:25]=[CH:26][N:21]=[CH:22][CH:23]=2)[C:28](=[O:30])[CH3:29])=[CH:15][CH:14]=1. The catalyst class is: 11.